From a dataset of Full USPTO retrosynthesis dataset with 1.9M reactions from patents (1976-2016). Predict the reactants needed to synthesize the given product. (1) The reactants are: [NH2:1][C:2]1[CH:10]=[CH:9][CH:8]=[C:7]2[C:3]=1[CH2:4][C:5](=[O:11])[NH:6]2.[F:12][C:13]([F:23])([F:22])[C:14]1[C:15]([Cl:21])=[N:16][C:17](Cl)=[N:18][CH:19]=1.ClCCCl.C(O)(C)(C)C.CCN(CC)CC. Given the product [Cl:21][C:15]1[C:14]([C:13]([F:22])([F:12])[F:23])=[CH:19][N:18]=[C:17]([NH:1][C:2]2[CH:10]=[CH:9][CH:8]=[C:7]3[C:3]=2[CH2:4][C:5](=[O:11])[NH:6]3)[N:16]=1, predict the reactants needed to synthesize it. (2) Given the product [BrH:29].[OH:2][C:3]1[CH:4]=[C:5]2[C:10](=[C:11]3[CH2:15][C:14]([CH3:17])([CH3:16])[O:13][C:12]=13)[C:9]([C:18]1[CH:19]=[C:20]([CH:24]=[CH:25][CH:26]=1)[C:21]([OH:23])=[O:22])=[N:8][C:7]([CH3:28])([CH3:27])[CH2:6]2, predict the reactants needed to synthesize it. The reactants are: C[O:2][C:3]1[CH:4]=[C:5]2[C:10](=[C:11]3[CH2:15][C:14]([CH3:17])([CH3:16])[O:13][C:12]=13)[C:9]([C:18]1[CH:19]=[C:20]([CH:24]=[CH:25][CH:26]=1)[C:21]([OH:23])=[O:22])=[N:8][C:7]([CH3:28])([CH3:27])[CH2:6]2.[BrH:29]. (3) The reactants are: [Cl:1][C:2]1[CH:3]=[C:4]([CH:9]2[C:18]3[C:17](=[O:19])[CH2:16][N:15](C(O[C@@H]4C[C@H](C)CC[C@H]4C(C)(C4C=CC=CC=4)C)=O)[CH2:14][C:13]=3[NH:12][C:11]3[CH2:39][CH2:40][C:41](=[O:42])[C:10]2=3)[CH:5]=[CH:6][C:7]=1[F:8].Br.[OH-].[NH4+]. Given the product [ClH:1].[Cl:1][C:2]1[CH:3]=[C:4]([CH:9]2[C:18]3[C:17](=[O:19])[CH2:16][NH:15][CH2:14][C:13]=3[NH:12][C:11]3[CH2:39][CH2:40][C:41](=[O:42])[C:10]2=3)[CH:5]=[CH:6][C:7]=1[F:8], predict the reactants needed to synthesize it. (4) Given the product [CH2:48]([CH:47]([CH2:52][CH2:53][CH2:54][CH2:55][CH2:56][CH3:57])[CH2:46][N:23]1[C:22]([C:27]2[S:28][CH:29]=[C:30]([CH2:32][CH2:33][CH2:34][CH2:35][CH2:36][CH2:37][CH2:38][CH2:39][CH2:40][CH2:41][CH2:42][CH3:43])[CH:31]=2)=[C:21]2[C:25](=[C:18]([C:15]3[S:16][CH:17]=[C:13]([CH2:1][CH2:2][CH2:3][CH2:4][CH2:5][CH2:6][CH2:7][CH2:8][CH2:9][CH2:10][CH2:11][CH3:12])[CH:14]=3)[N:19]([CH2:17][CH:13]([CH2:1][CH2:2][CH2:3][CH3:4])[CH2:14][CH2:15][CH2:18][CH2:25][CH2:21][CH3:20])[C:20]2=[O:44])[C:24]1=[O:26])[CH2:49][CH2:50][CH3:51], predict the reactants needed to synthesize it. The reactants are: [CH2:1]([C:13]1[CH:14]=[C:15]([C:18]2[NH:19][C:20](=[O:44])[C:21]3[C:25]=2[C:24](=[O:26])[NH:23][C:22]=3[C:27]2[S:28][CH:29]=[C:30]([CH2:32][CH2:33][CH2:34][CH2:35][CH2:36][CH2:37][CH2:38][CH2:39][CH2:40][CH2:41][CH2:42][CH3:43])[CH:31]=2)[S:16][CH:17]=1)[CH2:2][CH2:3][CH2:4][CH2:5][CH2:6][CH2:7][CH2:8][CH2:9][CH2:10][CH2:11][CH3:12].I[CH2:46][CH:47]([CH2:52][CH2:53][CH2:54][CH2:55][CH2:56][CH3:57])[CH2:48][CH2:49][CH2:50][CH3:51].C([O-])([O-])=O.[Cs+].[Cs+]. (5) Given the product [Cl:19][C:13]1[CH:12]=[C:11]([C:7]2[CH:6]=[C:5]([C:2]3([NH:1][S:22]([CH2:20][CH3:21])(=[O:24])=[O:23])[CH2:3][CH2:4]3)[CH:10]=[N:9][CH:8]=2)[CH:18]=[CH:17][C:14]=1[C:15]#[N:16], predict the reactants needed to synthesize it. The reactants are: [NH2:1][C:2]1([C:5]2[CH:6]=[C:7]([C:11]3[CH:18]=[CH:17][C:14]([C:15]#[N:16])=[C:13]([Cl:19])[CH:12]=3)[CH:8]=[N:9][CH:10]=2)[CH2:4][CH2:3]1.[CH2:20]([S:22](Cl)(=[O:24])=[O:23])[CH3:21]. (6) Given the product [C:4]([C:3]1[C:2]([C:6]2[CH:11]=[CH:10][CH:9]=[CH:8][CH:7]=2)=[C:22]([C:23]([O:25][CH2:26][CH3:27])=[O:24])[S:19][C:18]=1[S:20][CH3:12])#[N:5], predict the reactants needed to synthesize it. The reactants are: O=[C:2]([C:6]1[CH:11]=[CH:10][CH:9]=[CH:8][CH:7]=1)[CH2:3][C:4]#[N:5].[C:12](=O)([O-])[O-].[K+].[K+].[C:18](=[S:20])=[S:19].Cl[CH2:22][C:23]([O:25][CH2:26][CH3:27])=[O:24].IC. (7) Given the product [C:9]([O:13][C:14]([N:16]1[CH2:19][CH:18]([N:4]2[CH2:5][CH2:6][O:7][C:2]([CH3:8])([CH3:1])[CH2:3]2)[CH2:17]1)=[O:15])([CH3:12])([CH3:10])[CH3:11], predict the reactants needed to synthesize it. The reactants are: [CH3:1][C:2]1([CH3:8])[O:7][CH2:6][CH2:5][NH:4][CH2:3]1.[C:9]([O:13][C:14]([N:16]1[CH2:19][C:18](=O)[CH2:17]1)=[O:15])([CH3:12])([CH3:11])[CH3:10].C(O[BH-](OC(=O)C)OC(=O)C)(=O)C.[Na+]. (8) Given the product [CH3:9][O:10][C:2]1[CH:7]=[CH:6][C:5]([CH3:8])=[CH:4][N:3]=1, predict the reactants needed to synthesize it. The reactants are: Br[C:2]1[CH:7]=[CH:6][C:5]([CH3:8])=[CH:4][N:3]=1.[CH3:9][O-:10].[Na+].O. (9) Given the product [CH3:14][C:5]1[CH:4]=[C:3]([N:1]2[C:20]([C:21]([F:24])([F:23])[F:22])=[CH:19][CH:18]=[N:2]2)[C:12]2[C:7](=[C:8]([OH:13])[CH:9]=[CH:10][CH:11]=2)[N:6]=1, predict the reactants needed to synthesize it. The reactants are: [NH:1]([C:3]1[C:12]2[C:7](=[C:8]([OH:13])[CH:9]=[CH:10][CH:11]=2)[N:6]=[C:5]([CH3:14])[CH:4]=1)[NH2:2].C(O[CH:18]=[CH:19][C:20](=O)[C:21]([F:24])([F:23])[F:22])C.C([O-])([O-])=O.[Na+].[Na+]. (10) Given the product [CH2:1]([O:3][C:4]([C:6]1[CH:7]=[N:8][N:9]([C:11]2[CH:16]=[CH:15][CH:14]=[CH:13][CH:12]=2)[CH:10]=1)=[O:5])[CH3:2], predict the reactants needed to synthesize it. The reactants are: [CH2:1]([O:3][C:4]([C:6]1[C:7](N)=[N:8][N:9]([C:11]2[CH:16]=[CH:15][CH:14]=[CH:13][CH:12]=2)[CH:10]=1)=[O:5])[CH3:2].N(OCCC(C)C)=O.